This data is from Peptide-MHC class I binding affinity with 185,985 pairs from IEDB/IMGT. The task is: Regression. Given a peptide amino acid sequence and an MHC pseudo amino acid sequence, predict their binding affinity value. This is MHC class I binding data. (1) The peptide sequence is LATGPLTTLW. The MHC is HLA-B53:01 with pseudo-sequence HLA-B53:01. The binding affinity (normalized) is 0.576. (2) The peptide sequence is RPNNNTRKSI. The MHC is HLA-B53:01 with pseudo-sequence HLA-B53:01. The binding affinity (normalized) is 0. (3) The peptide sequence is RTLHPFGCK. The MHC is HLA-A69:01 with pseudo-sequence HLA-A69:01. The binding affinity (normalized) is 0.0847. (4) The peptide sequence is PELGAFFAI. The MHC is HLA-B15:01 with pseudo-sequence HLA-B15:01. The binding affinity (normalized) is 0.0847.